Dataset: hERG potassium channel inhibition data for cardiac toxicity prediction from Karim et al.. Task: Regression/Classification. Given a drug SMILES string, predict its toxicity properties. Task type varies by dataset: regression for continuous values (e.g., LD50, hERG inhibition percentage) or binary classification for toxic/non-toxic outcomes (e.g., AMES mutagenicity, cardiotoxicity, hepatotoxicity). Dataset: herg_karim. The drug is COc1ccc(Cn2c(=O)n3ncnc3c3c4c(sc32)CN(CC2CCOCC2)CC4)cc1. The result is 1 (blocker).